From a dataset of Full USPTO retrosynthesis dataset with 1.9M reactions from patents (1976-2016). Predict the reactants needed to synthesize the given product. (1) Given the product [Si:4]([N:11]1[C@H:14]([CH:15]=[CH2:18])[CH2:13][C:12]1=[O:17])([C:7]([CH3:10])([CH3:9])[CH3:8])([CH3:6])[CH3:5], predict the reactants needed to synthesize it. The reactants are: C(I)I.[Si:4]([N:11]1[C@H:14]([CH:15]=O)[CH2:13][C:12]1=[O:17])([C:7]([CH3:10])([CH3:9])[CH3:8])([CH3:6])[CH3:5].[CH2:18](OCC)C. (2) Given the product [C:1]([O:5][C:6]([N:8]1[CH2:17][CH2:16][C:15]2[C:10](=[C:11]([CH3:42])[C:12]([O:20][CH3:21])=[C:13]([O:18][CH3:19])[CH:14]=2)[CH:9]1[CH2:22][C:23]1[CH:28]=[CH:27][C:26]([C:31]2[S:39][C:38]3[CH:37]=[CH:36][CH:35]=[CH:34][C:33]=3[CH:32]=2)=[CH:25][CH:24]=1)=[O:7])([CH3:4])([CH3:3])[CH3:2], predict the reactants needed to synthesize it. The reactants are: [C:1]([O:5][C:6]([N:8]1[CH2:17][CH2:16][C:15]2[C:10](=[CH:11][C:12]([O:20][CH3:21])=[C:13]([O:18][CH3:19])[CH:14]=2)[CH:9]1[CH2:22][C:23]1[CH:28]=[CH:27][C:26](Br)=[CH:25][CH:24]=1)=[O:7])([CH3:4])([CH3:3])[CH3:2].B(O)(O)[C:31]1[S:39][C:38]2[C:33](=[CH:34][CH:35]=[CH:36][CH:37]=2)[CH:32]=1.[C:42]1(P(C2C=CC=CC=2)C2C=CC=CC=2)C=CC=CC=1.C(=O)(O)[O-].[Na+]. (3) Given the product [CH:1]([NH:4][C:5]1[O:9][C:8]([C:10]2[CH:11]=[C:12]3[C:16](=[CH:17][CH:18]=2)[N:15]([S:19]([C:22]2[CH:28]=[CH:27][C:25]([CH3:26])=[CH:24][CH:23]=2)(=[O:21])=[O:20])[CH:14]=[C:13]3[C:29]2[N:34]=[C:33]([C:35]([NH:41][CH3:40])=[O:36])[CH:32]=[CH:31][CH:30]=2)=[N:7][N:6]=1)([CH3:3])[CH3:2], predict the reactants needed to synthesize it. The reactants are: [CH:1]([NH:4][C:5]1[O:9][C:8]([C:10]2[CH:11]=[C:12]3[C:16](=[CH:17][CH:18]=2)[N:15]([S:19]([C:22]2[CH:28]=[CH:27][C:25]([CH3:26])=[CH:24][CH:23]=2)(=[O:21])=[O:20])[CH:14]=[C:13]3[C:29]2[N:34]=[C:33]([C:35](O)=[O:36])[CH:32]=[CH:31][CH:30]=2)=[N:7][N:6]=1)([CH3:3])[CH3:2].C1C[N:41]([P+](ON2N=NC3C=CC=CC2=3)(N2CCCC2)N2CCCC2)[CH2:40]C1.F[P-](F)(F)(F)(F)F.C1C=CC2N(O)N=NC=2C=1.CCN(C(C)C)C(C)C.Cl.CN. (4) Given the product [O:40]1[C:36]([C:33]2[CH:32]=[CH:31][C:30]([NH:29][C:27]3[N:28]=[C:23]([O:22][S:3]([C:2]([F:21])([F:20])[F:1])(=[O:5])=[O:4])[C:24]4[CH2:44][CH2:43][N:42]([C:45]([O:47][C:48]([CH3:51])([CH3:50])[CH3:49])=[O:46])[CH2:41][C:25]=4[N:26]=3)=[CH:35][CH:34]=2)=[CH:37][N:38]=[CH:39]1, predict the reactants needed to synthesize it. The reactants are: [F:1][C:2]([F:21])([F:20])[S:3](N(C1C=CC=CC=1)[S:3]([C:2]([F:21])([F:20])[F:1])(=[O:5])=[O:4])(=[O:5])=[O:4].[OH:22][C:23]1[C:24]2[CH2:44][CH2:43][N:42]([C:45]([O:47][C:48]([CH3:51])([CH3:50])[CH3:49])=[O:46])[CH2:41][C:25]=2[N:26]=[C:27]([NH:29][C:30]2[CH:35]=[CH:34][C:33]([C:36]3[O:40][CH:39]=[N:38][CH:37]=3)=[CH:32][CH:31]=2)[N:28]=1.N12CCCN=C1CCCCC2. (5) Given the product [CH3:1][S:2][C:3]1[CH:4]=[C:5]([C:9]([C:10]2[N:11]=[CH:12][N:13]3[CH:17]=[C:16]([Sn:23]([CH2:24][CH2:25][CH2:26][CH3:27])([CH2:28][CH2:29][CH2:30][CH3:31])[CH2:19][CH2:20][CH2:21][CH3:22])[S:15][C:14]=23)=[O:18])[CH:6]=[N:7][CH:8]=1, predict the reactants needed to synthesize it. The reactants are: [CH3:1][S:2][C:3]1[CH:4]=[C:5]([CH:9]([OH:18])[C:10]2[N:11]=[CH:12][N:13]3[CH:17]=[CH:16][S:15][C:14]=23)[CH:6]=[N:7][CH:8]=1.[CH2:19]([Sn:23](Cl)([CH2:28][CH2:29][CH2:30][CH3:31])[CH2:24][CH2:25][CH2:26][CH3:27])[CH2:20][CH2:21][CH3:22].C[Si]([N-][Si](C)(C)C)(C)C.[Li+].C1COCC1. (6) Given the product [C:1]([O:5][C:6]([C@:8]12[CH2:15][CH:14]([F:36])[CH2:13][C@H:12]1[C:11](=[O:17])[N:10]([C@@H:18]([C:20]1[CH:25]=[CH:24][CH:23]=[CH:22][CH:21]=1)[CH3:19])[CH2:9]2)=[O:7])([CH3:4])([CH3:3])[CH3:2], predict the reactants needed to synthesize it. The reactants are: [C:1]([O:5][C:6]([C@@:8]12[CH2:15][CH:14](O)[CH2:13][C@@H:12]1[C:11](=[O:17])[N:10]([C@@H:18]([C:20]1[CH:25]=[CH:24][CH:23]=[CH:22][CH:21]=1)[CH3:19])[CH2:9]2)=[O:7])([CH3:4])([CH3:3])[CH3:2].COCCN(S(F)(F)[F:36])CCOC. (7) Given the product [CH3:21][O:20][CH2:19][CH2:18][N:7]1[C:8]2[C:13](=[CH:12][CH:11]=[CH:10][C:9]=2[C:14]([F:15])([F:16])[F:17])[C:5]([C:3]([OH:4])=[O:2])=[CH:6]1, predict the reactants needed to synthesize it. The reactants are: C[O:2][C:3]([C:5]1[C:13]2[C:8](=[C:9]([C:14]([F:17])([F:16])[F:15])[CH:10]=[CH:11][CH:12]=2)[N:7]([CH2:18][CH2:19][O:20][CH3:21])[CH:6]=1)=[O:4].O.[OH-].[Li+].